Task: Predict the reactants needed to synthesize the given product.. Dataset: Full USPTO retrosynthesis dataset with 1.9M reactions from patents (1976-2016) (1) The reactants are: [C:1]([CH:5]1[N:9]([CH2:10][CH2:11][CH:12]2[CH2:16][CH2:15][CH2:14][CH2:13]2)[C:8](=[O:17])[C:7]([C:18]2[NH:23][C:22]3[CH:24]=[CH:25][C:26]([NH:28][S:29]([CH3:32])(=[O:31])=[O:30])=[CH:27][C:21]=3[S:20](=[O:34])(=[O:33])[CH:19]=2)=[C:6]1[OH:35])([CH3:4])([CH3:3])[CH3:2].C(C1[N:44](CC2C=CC(F)=C(C)C=2)[C:43](=O)C(C2NC3C=CC(NS(C)(=O)=O)=CC=3S(=O)(=O)C=2)=C1O)(C)(C)C. Given the product [C:1]([CH:5]1[N:9]([CH2:10][CH2:11][CH:12]2[CH2:13][CH2:14][CH2:15][CH2:16]2)[C:8](=[O:17])[C:7]([C:18]2[NH:23][C:22]3[CH:24]=[CH:25][C:26]([NH:28][S:29]([CH3:32])(=[O:30])=[O:31])=[CH:27][C:21]=3[S:20](=[O:34])(=[O:33])[C:19]=2[C:43]#[N:44])=[C:6]1[OH:35])([CH3:4])([CH3:2])[CH3:3], predict the reactants needed to synthesize it. (2) Given the product [C:1]([O:5][C:6]([N:8]1[CH2:13][CH2:12][O:11][C@H:10]([CH2:14][C:15]2[CH:20]=[CH:19][C:18]([O:21][CH3:22])=[C:17]([CH:26]=[CH2:27])[CH:16]=2)[CH2:9]1)=[O:7])([CH3:4])([CH3:3])[CH3:2], predict the reactants needed to synthesize it. The reactants are: [C:1]([O:5][C:6]([N:8]1[CH2:13][CH2:12][O:11][C@H:10]([CH2:14][C:15]2[CH:20]=[CH:19][C:18]([O:21][CH3:22])=[C:17](Br)[CH:16]=2)[CH2:9]1)=[O:7])([CH3:4])([CH3:3])[CH3:2].CO[CH2:26][CH2:27]OC.[Cl-].[Li+].C([Sn](CCCC)(CCCC)C=C)CCC.[OH-].[Na+]. (3) Given the product [CH3:28][S:29]([O:1][CH:2]1[CH2:7][N:6]([C:8]([O:10][C:11]([CH3:12])([CH3:13])[CH3:14])=[O:9])[CH2:5][CH:4]([C:15]([O:17][CH3:18])=[O:16])[CH2:3]1)(=[O:31])=[O:30], predict the reactants needed to synthesize it. The reactants are: [OH:1][CH:2]1[CH2:7][N:6]([C:8]([O:10][C:11]([CH3:14])([CH3:13])[CH3:12])=[O:9])[CH2:5][CH:4]([C:15]([O:17][CH3:18])=[O:16])[CH2:3]1.C(N(CC)C(C)C)(C)C.[CH3:28][S:29](Cl)(=[O:31])=[O:30].C(=O)(O)[O-].[Na+]. (4) Given the product [Cl:37][C:30]1[CH:29]=[C:28]([N:23]2[CH2:24][CH2:25][N:20]([C:17]3[CH:18]=[CH:19][C:14]([C:13](=[O:26])[NH:12][C:9]4[CH:10]=[C:11]5[C:6]([CH:5]=[CH:4][N:3]5[CH2:1][CH3:2])=[CH:7][CH:8]=4)=[CH:15][N:16]=3)[CH2:21][CH2:22]2)[CH:36]=[CH:35][C:31]=1[C:32]([OH:34])=[O:33], predict the reactants needed to synthesize it. The reactants are: [CH2:1]([N:3]1[C:11]2[C:6](=[CH:7][CH:8]=[C:9]([NH:12][C:13](=[O:26])[C:14]3[CH:19]=[CH:18][C:17]([N:20]4[CH2:25][CH2:24][NH:23][CH2:22][CH2:21]4)=[N:16][CH:15]=3)[CH:10]=2)[CH:5]=[CH:4]1)[CH3:2].Br[C:28]1[CH:36]=[CH:35][C:31]([C:32]([OH:34])=[O:33])=[C:30]([Cl:37])[CH:29]=1.C(C1C=C(NC(C2C=CC(N3CCN(C4C=CC(C(O)=O)=CC=4)CC3)=C(F)C=2)=O)C=CC=1)(C)(C)C.